From a dataset of Forward reaction prediction with 1.9M reactions from USPTO patents (1976-2016). Predict the product of the given reaction. (1) Given the reactants [CH3:1][N:2]1[C:10]2[C:5](=[C:6]([NH2:11])[CH:7]=[CH:8][CH:9]=2)[CH:4]=[N:3]1.[N:12]([C:15]1[CH:20]=[C:19]([S:21]([CH3:24])(=[O:23])=[O:22])[CH:18]=[CH:17][C:16]=1[O:25][CH3:26])=[C:13]=[S:14], predict the reaction product. The product is: [CH3:24][S:21]([C:19]1[CH:18]=[CH:17][C:16]([O:25][CH3:26])=[C:15]([NH:12][C:13]([NH:11][C:6]2[CH:7]=[CH:8][CH:9]=[C:10]3[C:5]=2[CH:4]=[N:3][N:2]3[CH3:1])=[S:14])[CH:20]=1)(=[O:23])=[O:22]. (2) Given the reactants [F:1][C:2]([F:27])([C:20]1[CH:25]=[CH:24][C:23]([F:26])=[CH:22][CH:21]=1)[CH2:3][N:4]1[CH2:9][CH2:8][CH:7]([NH:10][C:11]2[C:12]3[CH:19]=[CH:18][NH:17][C:13]=3[N:14]=[CH:15][N:16]=2)[CH2:6][CH2:5]1.[ClH:28], predict the reaction product. The product is: [ClH:28].[F:27][C:2]([F:1])([C:20]1[CH:25]=[CH:24][C:23]([F:26])=[CH:22][CH:21]=1)[CH2:3][N:4]1[CH2:9][CH2:8][CH:7]([NH:10][C:11]2[C:12]3[CH:19]=[CH:18][NH:17][C:13]=3[N:14]=[CH:15][N:16]=2)[CH2:6][CH2:5]1. (3) Given the reactants [NH2:1][C:2]1[C:3]([CH3:41])=[CH:4][C:5]2[CH2:11][C@@H:10]([NH:12][C:13]([N:15]3[CH2:20][CH2:19][CH:18]([N:21]4[CH2:30][C:29]5[C:24](=[CH:25][CH:26]=[CH:27][CH:28]=5)[NH:23][C:22]4=[O:31])[CH2:17][CH2:16]3)=[O:14])[C:9](=[O:32])[N:8]([CH2:33][C:34]3[CH:39]=[CH:38][CH:37]=[CH:36][CH:35]=3)[CH2:7][C:6]=2[CH:40]=1.[F:42][C:43]([F:48])([F:47])[C:44]([OH:46])=[O:45], predict the reaction product. The product is: [F:42][C:43]([F:48])([F:47])[C:44]([OH:46])=[O:45].[NH2:1][C:2]1[C:3]([CH3:41])=[CH:4][C:5]2[CH2:11][C@@H:10]([NH:12][C:13]([N:15]3[CH2:16][CH2:17][CH:18]([N:21]4[CH2:30][C:29]5[C:24](=[CH:25][CH:26]=[CH:27][CH:28]=5)[NH:23][C:22]4=[O:31])[CH2:19][CH2:20]3)=[O:14])[C:9](=[O:32])[N:8]([CH2:33][C:34]3[CH:39]=[CH:38][CH:37]=[CH:36][CH:35]=3)[CH2:7][C:6]=2[CH:40]=1. (4) Given the reactants [Cl:1][C:2]1[N:7]=[C:6]([C:8]#[N:9])[C:5]([N+:10]([O-])=O)=[CH:4][CH:3]=1.C([OH:15])C, predict the reaction product. The product is: [NH2:10][C:5]1[C:6]([C:8]([NH2:9])=[O:15])=[N:7][C:2]([Cl:1])=[CH:3][CH:4]=1. (5) Given the reactants [Li+].[Cl:2][C:3]1[CH:8]=[CH:7][C:6]([N:9]2[CH2:14][CH2:13][CH:12]([CH2:15][CH2:16][C:17]([O-:19])=O)[CH2:11][CH2:10]2)=[CH:5][CH:4]=1.F[P-](F)(F)(F)(F)F.CN(C)C(ON1C2C=CC=CC=2N=N1)=[N+](C)C.Cl.[N+:45]([C:48]1[CH:53]=[CH:52][C:51]([NH:54][CH:55]2[CH2:60][CH2:59][NH:58][CH2:57][CH2:56]2)=[CH:50][C:49]=1[C:61]([F:64])([F:63])[F:62])([O-:47])=[O:46].C(N(C(C)C)CC)(C)C.[O-2].[Al+3].[O-2].[O-2].[Al+3], predict the reaction product. The product is: [Cl:2][C:3]1[CH:4]=[CH:5][C:6]([N:9]2[CH2:10][CH2:11][CH:12]([CH2:15][CH2:16][C:17]([N:58]3[CH2:59][CH2:60][CH:55]([NH:54][C:51]4[CH:52]=[CH:53][C:48]([N+:45]([O-:47])=[O:46])=[C:49]([C:61]([F:62])([F:63])[F:64])[CH:50]=4)[CH2:56][CH2:57]3)=[O:19])[CH2:13][CH2:14]2)=[CH:7][CH:8]=1. (6) Given the reactants [NH:1]1[C:9]2[C:4](=[CH:5][CH:6]=[C:7]([C:10]([O:12][CH3:13])=[O:11])[CH:8]=2)[CH:3]=[CH:2]1.[C:14]([O:18][C:19](O[C:19]([O:18][C:14]([CH3:17])([CH3:16])[CH3:15])=[O:20])=[O:20])([CH3:17])([CH3:16])[CH3:15], predict the reaction product. The product is: [N:1]1([C:19]([O:18][C:14]([CH3:17])([CH3:16])[CH3:15])=[O:20])[C:9]2[C:4](=[CH:5][CH:6]=[C:7]([C:10]([O:12][CH3:13])=[O:11])[CH:8]=2)[CH:3]=[CH:2]1.